From a dataset of Peptide-MHC class II binding affinity with 134,281 pairs from IEDB. Regression. Given a peptide amino acid sequence and an MHC pseudo amino acid sequence, predict their binding affinity value. This is MHC class II binding data. (1) The peptide sequence is GELQIRDKIDAAFKI. The MHC is DRB1_1101 with pseudo-sequence DRB1_1101. The binding affinity (normalized) is 0.572. (2) The MHC is HLA-DPA10201-DPB11401 with pseudo-sequence HLA-DPA10201-DPB11401. The binding affinity (normalized) is 0.0362. The peptide sequence is AASLLDEDMDALEEA. (3) The peptide sequence is AAATAGTTVYGAFAY. The MHC is HLA-DPA10103-DPB10601 with pseudo-sequence HLA-DPA10103-DPB10601. The binding affinity (normalized) is 0.125. (4) The peptide sequence is EKKYFAATLFEPLAA. The MHC is HLA-DPA10103-DPB10601 with pseudo-sequence HLA-DPA10103-DPB10601. The binding affinity (normalized) is 1.00. (5) The peptide sequence is FLAMITYITRNQPEW. The MHC is DRB1_0401 with pseudo-sequence DRB1_0401. The binding affinity (normalized) is 0.553. (6) The peptide sequence is GELQIVDKIFAAFKI. The MHC is DRB3_0202 with pseudo-sequence DRB3_0202. The binding affinity (normalized) is 0.398. (7) The binding affinity (normalized) is 0.581. The MHC is DRB1_0701 with pseudo-sequence DRB1_0701. The peptide sequence is AVQVTFTVQKGSDPKKLVLNIKYTRPGDSL. (8) The peptide sequence is FIRRQVPDIPELSYQ. The MHC is DRB1_0101 with pseudo-sequence DRB1_0101. The binding affinity (normalized) is 0.484. (9) The peptide sequence is SPGMMMGMFNMLSTV. The MHC is DRB1_0405 with pseudo-sequence DRB1_0405. The binding affinity (normalized) is 0.447. (10) The peptide sequence is LRYRYGLFKQRIAKE. The MHC is DRB3_0202 with pseudo-sequence DRB3_0202. The binding affinity (normalized) is 0.0514.